Dataset: Peptide-MHC class I binding affinity with 185,985 pairs from IEDB/IMGT. Task: Regression. Given a peptide amino acid sequence and an MHC pseudo amino acid sequence, predict their binding affinity value. This is MHC class I binding data. (1) The peptide sequence is MEFEPFQSL. The MHC is HLA-B07:02 with pseudo-sequence HLA-B07:02. The binding affinity (normalized) is 0.0847. (2) The peptide sequence is LLVPFVQWFV. The MHC is HLA-A02:01 with pseudo-sequence HLA-A02:01. The binding affinity (normalized) is 0.959.